From a dataset of Full USPTO retrosynthesis dataset with 1.9M reactions from patents (1976-2016). Predict the reactants needed to synthesize the given product. (1) Given the product [N:1]([C:2]1[C:11]([C:12]2[CH:17]=[CH:16][C:15]([N:18]3[CH2:23][CH2:22][O:21][CH2:20][CH2:19]3)=[CH:14][CH:13]=2)=[N:10][C:9]([Br:24])=[CH:8][C:3]=1[C:4]([O:6][CH3:7])=[O:5])=[N+:29]=[N-:30], predict the reactants needed to synthesize it. The reactants are: [NH2:1][C:2]1[C:11]([C:12]2[CH:17]=[CH:16][C:15]([N:18]3[CH2:23][CH2:22][O:21][CH2:20][CH2:19]3)=[CH:14][CH:13]=2)=[N:10][C:9]([Br:24])=[CH:8][C:3]=1[C:4]([O:6][CH3:7])=[O:5].N([O-])=O.[Na+].[N-:29]=[N+:30]=[N-].[Na+].CCOCC. (2) The reactants are: [CH3:1][O:2][C:3]1[CH:4]=[C:5]([CH:11]=[CH:12][CH:13]=1)[C:6]([CH2:8][C:9]#[N:10])=[O:7].[C:14]1([N:20](C2C=CC=CC=2)[CH:21]=N)[CH:19]=[CH:18][CH:17]=[CH:16][CH:15]=1. Given the product [CH3:1][O:2][C:3]1[CH:4]=[C:5]([CH:11]=[CH:12][CH:13]=1)[C:6]([C:8](=[CH:21][NH:20][C:14]1[CH:19]=[CH:18][CH:17]=[CH:16][CH:15]=1)[C:9]#[N:10])=[O:7], predict the reactants needed to synthesize it. (3) Given the product [CH3:1][O:2][C:3](=[O:15])[C:4]1[CH:9]=[CH:8][C:7]([CH2:10][CH2:11][CH2:12][CH2:13][O:14][Si:25]([C:22]([CH3:24])([CH3:23])[CH3:21])([CH3:27])[CH3:26])=[CH:6][CH:5]=1, predict the reactants needed to synthesize it. The reactants are: [CH3:1][O:2][C:3](=[O:15])[C:4]1[CH:9]=[CH:8][C:7]([CH2:10][CH2:11][CH2:12][CH2:13][OH:14])=[CH:6][CH:5]=1.N1C=CN=C1.[CH3:21][C:22]([Si:25](Cl)([CH3:27])[CH3:26])([CH3:24])[CH3:23].CCCCCC. (4) Given the product [CH3:11][C:9]1[S:10][C:6]([C:4]([OH:5])=[O:3])=[C:7]([C:12]2[CH:17]=[CH:16][CH:15]=[CH:14][C:13]=2[CH3:18])[N:8]=1, predict the reactants needed to synthesize it. The reactants are: C([O:3][C:4]([C:6]1[S:10][C:9]([CH3:11])=[N:8][C:7]=1[C:12]1[CH:17]=[CH:16][CH:15]=[CH:14][C:13]=1[CH3:18])=[O:5])C.[OH-].[K+]. (5) Given the product [CH2:1]([O:3][C:4]([C:5]1([S:6]([C:9]2[CH:10]=[CH:11][C:12]([O:15][CH2:16][CH2:17][CH:18]([CH3:20])[CH3:19])=[CH:13][CH:14]=2)(=[O:7])=[O:8])[CH2:23][CH2:24][N:25]([CH2:26][C:27]2[CH:32]=[CH:31][CH:30]=[CH:29][CH:28]=2)[CH2:33][CH2:34]1)=[O:21])[CH3:2], predict the reactants needed to synthesize it. The reactants are: [CH2:1]([O:3][C:4](=[O:21])[CH2:5][S:6]([C:9]1[CH:14]=[CH:13][C:12]([O:15][CH2:16][CH2:17][CH:18]([CH3:20])[CH3:19])=[CH:11][CH:10]=1)(=[O:8])=[O:7])[CH3:2].Cl[CH2:23][CH2:24][N:25]([CH2:33][CH2:34]Cl)[CH2:26][C:27]1[CH:32]=[CH:31][CH:30]=[CH:29][CH:28]=1.